Dataset: Reaction yield outcomes from USPTO patents with 853,638 reactions. Task: Predict the reaction yield, written as a fraction of the theoretical maximum amount of product (1.0 means a 100% yield; for example, 0.34 means a 34% yield). The reactants are CC1(C)CCCC(C)(C)N1.[Cl:11][C:12]1[N:20]=[CH:19][N:18]=[C:17]2[C:13]=1[N:14]=[CH:15][N:16]2[CH:21]1[CH2:26][CH2:25][CH2:24][CH2:23][O:22]1.[CH2:27]([Sn:31](CCCC)([CH2:36][CH2:37][CH2:38][CH3:39])[CH2:32][CH2:33][CH2:34][CH3:35])[CH2:28][CH2:29][CH3:30].[Cl-].[Cl-].[NH4+]. The catalyst is O1CCCC1.C([Li])CCC.C(OCC)(=O)C. The product is [Cl:11][C:12]1[N:20]=[C:19]([Sn:31]([CH2:32][CH2:33][CH2:34][CH3:35])([CH2:36][CH2:37][CH2:38][CH3:39])[CH2:27][CH2:28][CH2:29][CH3:30])[N:18]=[C:17]2[C:13]=1[N:14]=[CH:15][N:16]2[CH:21]1[CH2:26][CH2:25][CH2:24][CH2:23][O:22]1. The yield is 0.800.